The task is: Predict which catalyst facilitates the given reaction.. This data is from Catalyst prediction with 721,799 reactions and 888 catalyst types from USPTO. (1) The catalyst class is: 1. Product: [F:2][C:3]1([F:10])[CH2:8][CH2:7][CH:6]([N:9]2[CH2:18][CH2:19][NH:20][C:21]2=[O:22])[CH2:5][CH2:4]1. Reactant: Cl.[F:2][C:3]1([F:10])[CH2:8][CH2:7][CH:6]([NH2:9])[CH2:5][CH2:4]1.C([O-])([O-])=O.[Na+].[Na+].Cl[CH2:18][CH2:19][N:20]=[C:21]=[O:22].[H-].[Na+]. (2) The catalyst class is: 59. Product: [N:1]1([C:6]2[CH:7]=[C:8]([CH:12]=[C:13]([O:15][C:16]([F:19])([F:18])[F:17])[CH:14]=2)[C:9]([Cl:23])=[O:10])[CH2:5][CH2:4][CH2:3][CH2:2]1. Reactant: [N:1]1([C:6]2[CH:7]=[C:8]([CH:12]=[C:13]([O:15][C:16]([F:19])([F:18])[F:17])[CH:14]=2)[C:9](O)=[O:10])[CH2:5][CH2:4][CH2:3][CH2:2]1.C(Cl)(=O)C([Cl:23])=O.